This data is from Full USPTO retrosynthesis dataset with 1.9M reactions from patents (1976-2016). The task is: Predict the reactants needed to synthesize the given product. (1) Given the product [CH2:1]([O:3][C:4]([N:6]1[C:15]2[C:10](=[N:11][C:12]([O:16][CH3:17])=[CH:13][CH:14]=2)[C@@H:9]([NH:18][C:22]2[N:27]=[C:26]([O:28][CH3:29])[CH:25]=[C:24]([O:30][CH3:31])[N:23]=2)[CH2:8][C@H:7]1[CH2:19][CH3:20])=[O:5])[CH3:2], predict the reactants needed to synthesize it. The reactants are: [CH2:1]([O:3][C:4]([N:6]1[C:15]2[C:10](=[N:11][C:12]([O:16][CH3:17])=[CH:13][CH:14]=2)[C@@H:9]([NH2:18])[CH2:8][C@H:7]1[CH2:19][CH3:20])=[O:5])[CH3:2].Cl[C:22]1[N:27]=[C:26]([O:28][CH3:29])[CH:25]=[C:24]([O:30][CH3:31])[N:23]=1.C(N(CC)C(C)C)(C)C. (2) Given the product [NH2:1][CH2:2][CH2:3][CH2:4][CH2:5][N:6]1[C:18]2[C:17]3[CH2:16][CH2:15][CH2:14][CH2:13][C:12]=3[N:11]=[C:10]([NH2:19])[C:9]=2[N:8]=[C:7]1[CH2:20][CH2:21][CH2:22][CH3:23], predict the reactants needed to synthesize it. The reactants are: [NH2:1][CH2:2][CH2:3][CH2:4][CH2:5][N:6]1[C:18]2[C:17]3[CH:16]=[CH:15][CH:14]=[CH:13][C:12]=3[N:11]=[C:10]([NH2:19])[C:9]=2[N:8]=[C:7]1[CH2:20][CH2:21][CH2:22][CH3:23].